This data is from Peptide-MHC class I binding affinity with 185,985 pairs from IEDB/IMGT. The task is: Regression. Given a peptide amino acid sequence and an MHC pseudo amino acid sequence, predict their binding affinity value. This is MHC class I binding data. (1) The peptide sequence is HAILLVAVSF. The MHC is HLA-B15:01 with pseudo-sequence HLA-B15:01. The binding affinity (normalized) is 0.557. (2) The peptide sequence is HVCNATDFWR. The MHC is HLA-A03:01 with pseudo-sequence HLA-A03:01. The binding affinity (normalized) is 0.185. (3) The peptide sequence is KTKEIEQVY. The MHC is HLA-B46:01 with pseudo-sequence HLA-B46:01. The binding affinity (normalized) is 0.435. (4) The peptide sequence is TTWNGVHAK. The MHC is HLA-A03:01 with pseudo-sequence HLA-A03:01. The binding affinity (normalized) is 0.547. (5) The peptide sequence is RTSKAALER. The MHC is HLA-B51:01 with pseudo-sequence HLA-B51:01. The binding affinity (normalized) is 0. (6) The peptide sequence is RTLGVFRYK. The MHC is HLA-A02:16 with pseudo-sequence HLA-A02:16. The binding affinity (normalized) is 0.0847.